From a dataset of Forward reaction prediction with 1.9M reactions from USPTO patents (1976-2016). Predict the product of the given reaction. (1) Given the reactants [NH2:1][C:2]1[CH:18]=[CH:17][C:16]([Cl:19])=[CH:15][C:3]=1[C:4]([C:6]1[CH:11]=[CH:10][CH:9]=[CH:8][C:7]=1[N+:12]([O-:14])=[O:13])=O.[C:20]([NH:22][C:23]([NH2:25])=[NH:24])#[N:21].O.C1(C)C=CC(S(O)(=O)=O)=CC=1, predict the reaction product. The product is: [Cl:19][C:16]1[CH:15]=[C:3]2[C:2](=[CH:18][CH:17]=1)[N:1]=[C:20]([NH:22][C:23]([NH2:25])=[NH:24])[N:21]=[C:4]2[C:6]1[CH:11]=[CH:10][CH:9]=[CH:8][C:7]=1[N+:12]([O-:14])=[O:13]. (2) Given the reactants [Cl:1][C:2]([Cl:11])([Cl:10])[C:3]([C:5]1[NH:6][CH:7]=[CH:8][CH:9]=1)=[O:4].[Al+3].[Cl-].[Cl-].[Cl-].C[N+]([O-])=O.Cl[CH:21](Cl)[O:22]C, predict the reaction product. The product is: [Cl:11][C:2]([Cl:1])([Cl:10])[C:3]([C:5]1[NH:6][CH:7]=[C:8]([CH:21]=[O:22])[CH:9]=1)=[O:4]. (3) The product is: [Cl:27][C:28]1[CH:29]=[C:30]([CH:33]=[CH:34][C:35]=1[NH:36][C:37]1[C:42]([CH3:43])=[C:41]([NH:44][CH:45]2[CH2:46][CH2:47]2)[N:40]2[N:48]=[CH:49][C:50]([CH:25]=[C:20]3[C:21](=[O:22])[NH:23][C:24](=[O:26])[NH:54]3)=[C:39]2[N:38]=1)[C:31]#[N:32]. Given the reactants C1(P(=[C:20]2[CH2:25][C:24](=[O:26])[NH:23][C:21]2=[O:22])(C2C=CC=CC=2)C2C=CC=CC=2)C=CC=CC=1.[Cl:27][C:28]1[CH:29]=[C:30]([CH:33]=[CH:34][C:35]=1[NH:36][C:37]1[C:42]([CH3:43])=[C:41]([NH:44][CH:45]2[CH2:47][CH2:46]2)[N:40]2[N:48]=[CH:49][C:50](C=O)=[C:39]2[N:38]=1)[C:31]#[N:32].C[N:54](C=O)C, predict the reaction product. (4) The product is: [F:26][C:25]([F:28])([F:27])[S:22]([O:18][C:16]1[CH:15]=[CH:14][N:13]=[CH:12][CH:17]=1)(=[O:23])=[O:21]. Given the reactants C[Si](C)(C)CCOCN1C=C([C:12]2[CH:17]=[C:16]([OH:18])[CH:15]=[CH:14][N:13]=2)C=N1.[O:21](S(C(F)(F)F)(=O)=O)[S:22]([C:25]([F:28])([F:27])[F:26])(=O)=[O:23], predict the reaction product. (5) Given the reactants C([O:4][C:5]1[CH:10]=[CH:9][C:8]([CH:11]=[CH:12][C:13]([NH:15][C@H:16]([C:27]([O:29]C)=[O:28])[CH2:17][C:18]2[C:26]3[C:21](=[CH:22][CH:23]=[CH:24][CH:25]=3)[NH:20][CH:19]=2)=[O:14])=[CH:7][CH:6]=1)(=O)C.[OH-].[Na+:32], predict the reaction product. The product is: [OH:4][C:5]1[CH:6]=[CH:7][C:8]([CH:11]=[CH:12][C:13]([NH:15][C@H:16]([C:27]([O-:29])=[O:28])[CH2:17][C:18]2[C:26]3[C:21](=[CH:22][CH:23]=[CH:24][CH:25]=3)[NH:20][CH:19]=2)=[O:14])=[CH:9][CH:10]=1.[Na+:32]. (6) Given the reactants [CH3:1][CH2:2][CH2:3][CH2:4][CH2:5][CH:6]1[O:12][C:10](=[O:11])[CH2:9][CH2:8][CH2:7]1.[O-][CH2:14][CH3:15].[Na+].C(O)(=[O:19])C, predict the reaction product. The product is: [OH:12][CH:6]([CH2:5][CH2:4][CH2:3][CH2:2][CH3:1])[CH2:7][CH2:8][CH2:9][C:10]([O:11][CH2:14][CH3:15])=[O:19]. (7) Given the reactants [CH:1]1([C:4](Cl)=[O:5])[CH2:3][CH2:2]1.[I:7][C:8]1[CH:9]=[C:10]([CH:15]=[CH:16][C:17]=1[CH3:18])[C:11]([NH:13][NH2:14])=[O:12].C(N(CC)CC)C, predict the reaction product. The product is: [CH:1]1([C:4]([NH:14][NH:13][C:11](=[O:12])[C:10]2[CH:15]=[CH:16][C:17]([CH3:18])=[C:8]([I:7])[CH:9]=2)=[O:5])[CH2:3][CH2:2]1. (8) Given the reactants [C:1]([Si:5]1([C:35]([CH3:38])([CH3:37])[CH3:36])[O:10][C@H:9]2[C@H:11]([O:14][C:15]3[N:19]([CH2:20][O:21][CH2:22][CH2:23][Si:24]([CH3:27])([CH3:26])[CH3:25])[C:18]4[CH:28]=[C:29]([F:34])[C:30](I)=[C:31]([F:32])[C:17]=4[N:16]=3)[CH2:12][O:13][C@@H:8]2[CH2:7][O:6]1)([CH3:4])([CH3:3])[CH3:2].[CH3:39][C:40]1([CH3:62])[C:44]([CH3:46])([CH3:45])[O:43][B:42]([C:47]2[CH:52]=[CH:51][C:50](B3OC(C)(C)C(C)(C)O3)=[CH:49][CH:48]=2)[O:41]1, predict the reaction product. The product is: [C:1]([Si:5]1([C:35]([CH3:38])([CH3:37])[CH3:36])[O:10][C@H:9]2[C@H:11]([O:14][C:15]3[N:19]([CH2:20][O:21][CH2:22][CH2:23][Si:24]([CH3:27])([CH3:26])[CH3:25])[C:18]4[CH:28]=[C:29]([F:34])[C:30]([C:50]5[CH:51]=[CH:52][C:47]([B:42]6[O:43][C:44]([CH3:46])([CH3:45])[C:40]([CH3:62])([CH3:39])[O:41]6)=[CH:48][CH:49]=5)=[C:31]([F:32])[C:17]=4[N:16]=3)[CH2:12][O:13][C@@H:8]2[CH2:7][O:6]1)([CH3:4])([CH3:3])[CH3:2]. (9) Given the reactants [CH:1]1[C:6]([N+:7]([O-:9])=[O:8])=[CH:5][C:4]([N+:10]([O-:12])=[O:11])=[C:3]([Cl:13])[CH:2]=1.[C:14]([O:29][CH:30]([CH3:32])[CH3:31])(=[O:28])[CH2:15][CH2:16][CH2:17][CH2:18][CH2:19][CH2:20][CH2:21][CH2:22][CH2:23][CH2:24][CH2:25][CH2:26][CH3:27], predict the reaction product. The product is: [CH:1]1[C:6]([N+:7]([O-:9])=[O:8])=[CH:5][C:4]([N+:10]([O-:12])=[O:11])=[C:3]([Cl:13])[CH:2]=1.[C:14]([O:29][CH:30]([CH3:31])[CH3:32])(=[O:28])[CH2:15][CH2:16][CH2:17][CH2:18][CH2:19][CH2:20][CH2:21][CH2:22][CH2:23][CH2:24][CH2:25][CH2:26][CH3:27].